From a dataset of Forward reaction prediction with 1.9M reactions from USPTO patents (1976-2016). Predict the product of the given reaction. (1) Given the reactants C(N(CC)C(C)C)(C)C.[CH3:10][C:11]([CH3:18])([CH2:16]O)[C:12]([O:14][CH3:15])=[O:13].[CH3:19][S:20](Cl)(=O)=O.[Na].CS, predict the reaction product. The product is: [CH3:15][O:14][C:12](=[O:13])[C:11]([CH3:10])([CH3:18])[CH2:16][S:20][CH3:19]. (2) Given the reactants [Cl:1][C:2]1[N:3]=[CH:4][C:5]2[CH2:6][CH2:7][CH2:8][CH2:9][C:10]=2[CH:11]=1.CC([O-])(C)C.[K+].[N:18](OC(C)(C)C)=[O:19], predict the reaction product. The product is: [Cl:1][C:2]1[N:3]=[CH:4][C:5]2[CH2:6][CH2:7][CH2:8][C:9](=[N:18][OH:19])[C:10]=2[CH:11]=1. (3) Given the reactants [C:1]([O:5][C:6]([N:8]1[CH2:15][CH2:14][C:11]2([O:13][CH2:12]2)[CH2:10][CH2:9]1)=[O:7])([CH3:4])([CH3:3])[CH3:2].[CH3:16][C:17]1[CH:22]=[CH:21][CH:20]=[CH:19][C:18]=1[OH:23].C(=O)([O-])[O-].[K+].[K+].O, predict the reaction product. The product is: [C:1]([O:5][C:6]([N:8]1[CH2:15][CH2:14][C:11]([OH:13])([CH2:12][O:23][C:18]2[CH:19]=[CH:20][CH:21]=[CH:22][C:17]=2[CH3:16])[CH2:10][CH2:9]1)=[O:7])([CH3:4])([CH3:2])[CH3:3]. (4) Given the reactants [O:1]1[CH:5]=[CH:4][C:3]([N:6](CC2C=CC(OC)=CC=2)[S:7]([C:10]2[CH:11]=[C:12]3[C:17](=[CH:18][CH:19]=2)[N:16]([C:20]2[C:25]([OH:26])=[CH:24][C:23]([C:27]4[CH:32]=[C:31]([F:33])[CH:30]=[C:29]([F:34])[CH:28]=4)=[C:22]([F:35])[CH:21]=2)[C:15](=[O:36])[CH:14]=[CH:13]3)(=[O:9])=[O:8])=[N:2]1.FC(F)(F)S(O)(=O)=O, predict the reaction product. The product is: [O:1]1[CH:5]=[CH:4][C:3]([NH:6][S:7]([C:10]2[CH:11]=[C:12]3[C:17](=[CH:18][CH:19]=2)[N:16]([C:20]2[C:25]([OH:26])=[CH:24][C:23]([C:27]4[CH:32]=[C:31]([F:33])[CH:30]=[C:29]([F:34])[CH:28]=4)=[C:22]([F:35])[CH:21]=2)[C:15](=[O:36])[CH:14]=[CH:13]3)(=[O:8])=[O:9])=[N:2]1. (5) Given the reactants [Cl:1][C:2]1[CH:3]=[C:4](/[CH:8]=[CH:9]/[CH:10]2[N:15]3[CH2:16][CH2:17][N:18](C(OC(C)(C)C)=O)[CH2:19][C@@H:14]3[CH2:13][CH2:12][CH2:11]2)[CH:5]=[CH:6][CH:7]=1.C(O)(C(F)(F)F)=O, predict the reaction product. The product is: [Cl:1][C:2]1[CH:3]=[C:4](/[CH:8]=[CH:9]/[CH:10]2[N:15]3[CH2:16][CH2:17][NH:18][CH2:19][C@@H:14]3[CH2:13][CH2:12][CH2:11]2)[CH:5]=[CH:6][CH:7]=1. (6) Given the reactants Cl.[CH:2]1([CH2:5][C:6]([F:15])([F:14])[CH2:7][C@H:8]([NH2:13])[C:9]([O:11]C)=[O:10])[CH2:4][CH2:3]1.[F:16][C:17]([F:27])([F:26])[C:18]([C:20]1[CH:25]=[CH:24][CH:23]=[CH:22][CH:21]=1)=O.C(=O)([O-])[O-].[K+].[K+].CO, predict the reaction product. The product is: [CH:2]1([CH2:5][C:6]([F:15])([F:14])[CH2:7][C@H:8]([NH:13][C@@H:18]([C:20]2[CH:25]=[CH:24][CH:23]=[CH:22][CH:21]=2)[C:17]([F:26])([F:16])[F:27])[C:9]([OH:11])=[O:10])[CH2:4][CH2:3]1. (7) Given the reactants [C:1]1([S:7]([O-:9])=[O:8])[CH:6]=[CH:5][CH:4]=[CH:3][CH:2]=1.[Na+].[CH3:11][CH:12]1[CH2:17][CH2:16][C:15](=[O:18])[CH:14]=[CH:13]1.Cl, predict the reaction product. The product is: [CH3:11][CH:12]1[CH2:17][CH2:16][C:15](=[O:18])[CH2:14][CH:13]1[S:7]([C:1]1[CH:6]=[CH:5][CH:4]=[CH:3][CH:2]=1)(=[O:9])=[O:8]. (8) Given the reactants [NH2:1][C:2]1[N:7]=[C:6]([C:8]2[CH:15]=[C:14](F)[C:11]([C:12]#[N:13])=[C:10](OCC)[CH:9]=2)[CH:5]=[C:4]([N:20]2[CH2:25][CH2:24][O:23][CH2:22][C@H:21]2[CH:26]([CH3:28])[CH3:27])[N:3]=1.[OH2:29].[NH2:30][NH2:31].[CH2:32](O)[CH3:33], predict the reaction product. The product is: [NH2:1][C:2]1[N:7]=[C:6]([C:8]2[CH:15]=[C:14]3[C:11]([C:12]([NH2:13])=[N:30][NH:31]3)=[C:10]([O:29][CH2:32][CH3:33])[CH:9]=2)[CH:5]=[C:4]([N:20]2[CH2:25][CH2:24][O:23][CH2:22][C@H:21]2[CH:26]([CH3:28])[CH3:27])[N:3]=1. (9) Given the reactants [ClH:1].[F:2][C:3]1[CH:21]=[CH:20][CH:19]=[CH:18][C:4]=1[CH2:5][N:6](C(OC(C)(C)C)=O)[N:7]=C(C)C, predict the reaction product. The product is: [ClH:1].[ClH:1].[F:2][C:3]1[CH:21]=[CH:20][CH:19]=[CH:18][C:4]=1[CH2:5][NH:6][NH2:7]. (10) The product is: [OH:34][CH2:33][CH2:35][NH:36][C:26]([C:23]1([CH2:22][CH2:21][CH2:20][CH2:19][CH2:18][CH2:17][CH2:16][CH2:15][CH2:14][CH2:13][CH2:12][CH2:11][C:8]2([C:6]([NH:5][S:2]([CH3:1])(=[O:3])=[O:4])=[O:7])[CH2:9][CH2:10]2)[CH2:24][CH2:25]1)=[O:28]. Given the reactants [CH3:1][S:2]([NH:5][C:6]([C:8]1([CH2:11][CH2:12][CH2:13][CH2:14][CH2:15][CH2:16][CH2:17][CH2:18][CH2:19][CH2:20][CH2:21][CH2:22][C:23]2([C:26]([OH:28])=O)[CH2:25][CH2:24]2)[CH2:10][CH2:9]1)=[O:7])(=[O:4])=[O:3].C(Cl)CCl.[CH2:33]([CH2:35][NH2:36])[OH:34], predict the reaction product.